This data is from Drug-target binding data from BindingDB using Ki measurements. The task is: Regression. Given a target protein amino acid sequence and a drug SMILES string, predict the binding affinity score between them. We predict pKi (pKi = -log10(Ki in M); higher means stronger inhibition). Dataset: bindingdb_ki. (1) The compound is COc1ccc(S(=O)(=O)N(CC(C)C)C[C@@H](O)[C@H](Cc2ccccc2)NC(=O)[C@@H]2CN(c3ccc(C(C)=O)cc3)C(=O)O2)cc1. The target protein sequence is PQITLWKRPLVTIRIGGQLKEALLDTGADNTVLEEMNLPGKWKPKMIGGIGGFIKVRQYDQIPIEICGHKAIGTVLVGPTPVNIIGRDLLTQIGCTLNF. The pKi is 9.6. (2) The drug is NC(=O)[C@@H]1CCCN1C(=O)[C@H](Cc1cnc(C2CC2)[nH]1)NC(=O)[C@@H]1CCC(=O)N1. The target protein (Q01717) has sequence MENETVSELNQTELPPQVAVALEYQVVTILLVVVICGLGIVGNIMVVLVVMRTKHMRTATNCYLVSLAVADLMVLVAAGLPNITDSIYGSWVYGYVGCLCITYLQYLGINASSCSITAFTIERYIAICHPIKAQFLCTFSRAKKIIIFVWAFTSIYCMLWFFLLDLNISTYKDAIVISCGYKISRNYYSPIYLMDFGVFYVMPMILATVLYGFIARILFLNPIPSDPKENSKTWKNDSTHQNKNMNLNTTNRCFNSTVSSRKQVTKMLAVVVILFALLWMPYRTLVVVNSFLSSPFQENWFLLFCRICIYLNSAINPVIYNLMSQKFRAAFRKLCNCKQKPTEKAANYSVALNYSVIKESDRFSTELDDITVTDTYVSTTKVSFDDTCLASEKNGPSSCTYGYSLTAKQEKI. The pKi is 4.0.